This data is from Forward reaction prediction with 1.9M reactions from USPTO patents (1976-2016). The task is: Predict the product of the given reaction. (1) Given the reactants [CH3:1][C:2]1([C:7]2[O:11][C:10]([CH2:12][N:13]3[N:17]=[C:16]([NH2:18])[CH:15]=[N:14]3)=[CH:9][CH:8]=2)[O:6]CCO1.[C:19]1([CH3:30])[CH:24]=[CH:23][CH:22]=[CH:21][C:20]=1/[CH:25]=[CH:26]/[C:27](O)=[O:28], predict the reaction product. The product is: [C:2]([C:7]1[O:11][C:10]([CH2:12][N:13]2[N:17]=[C:16]([NH:18][C:27](=[O:28])/[CH:26]=[CH:25]/[C:20]3[CH:21]=[CH:22][CH:23]=[CH:24][C:19]=3[CH3:30])[CH:15]=[N:14]2)=[CH:9][CH:8]=1)(=[O:6])[CH3:1]. (2) Given the reactants [Cl:1][C:2]1[CH:3]=[C:4]([C:12]2[N:16]=[C:15]([C:17]3[CH:32]=[CH:31][C:20]([CH:21]=[C:22]4[CH2:25][CH:24]([C:26]([O:28][CH2:29][CH3:30])=[O:27])[CH2:23]4)=[CH:19][CH:18]=3)[O:14][N:13]=2)[CH:5]=[CH:6][C:7]=1[O:8][CH:9]([CH3:11])[CH3:10], predict the reaction product. The product is: [Cl:1][C:2]1[CH:3]=[C:4]([C:12]2[N:16]=[C:15]([C:17]3[CH:18]=[CH:19][C:20]([CH2:21][CH:22]4[CH2:25][CH:24]([C:26]([O:28][CH2:29][CH3:30])=[O:27])[CH2:23]4)=[CH:31][CH:32]=3)[O:14][N:13]=2)[CH:5]=[CH:6][C:7]=1[O:8][CH:9]([CH3:10])[CH3:11]. (3) The product is: [CH2:22]([N:21]([CH2:20][CH2:19][C:18]1[CH:25]=[CH:26][C:15]([C:12]2[N:13]=[CH:14][N:10]([C:7]3[CH:6]=[CH:5][C:4]([O:3][C:2]([F:1])([F:27])[F:28])=[CH:9][CH:8]=3)[N:11]=2)=[CH:16][CH:17]=1)[C:44](/[N:43]=[C:41]1\[S:42][CH2:38][C:39](=[O:57])[N:40]\1[C:47]1[CH:52]=[C:51]([CH3:53])[CH:50]=[CH:49][C:48]=1[CH:54]([CH3:55])[CH3:56])=[O:45])[CH:23]=[CH2:24]. Given the reactants [F:1][C:2]([F:28])([F:27])[O:3][C:4]1[CH:9]=[CH:8][C:7]([N:10]2[CH:14]=[N:13][C:12]([C:15]3[CH:26]=[CH:25][C:18]([CH2:19][CH2:20][NH:21][CH2:22][CH:23]=[CH2:24])=[CH:17][CH:16]=3)=[N:11]2)=[CH:6][CH:5]=1.[N+](C1C=CC([CH:38]2[S:42]/[C:41](=[N:43]\[C:44](=O)[O-:45])/[N:40]([C:47]3[CH:52]=[C:51]([CH3:53])[CH:50]=[CH:49][C:48]=3[CH:54]([CH3:56])[CH3:55])[C:39]2=[O:57])=CC=1)([O-])=O, predict the reaction product. (4) The product is: [CH3:1][O:2][C:3](=[O:38])[C:4]1[CH:9]=[CH:8][C:7]([C:10]([C:18]2[NH:27][C:21]3=[N:22][CH:23]=[C:24]([F:26])[CH:25]=[C:20]3[CH:19]=2)=[CH:11][CH:12]2[CH2:13][CH2:14][O:15][CH2:16][CH2:17]2)=[CH:6][C:5]=1[F:37]. Given the reactants [CH3:1][O:2][C:3](=[O:38])[C:4]1[CH:9]=[CH:8][C:7]([C:10]([C:18]2[N:27](S(C3C=CC=CC=3)(=O)=O)[C:21]3=[N:22][CH:23]=[C:24]([F:26])[CH:25]=[C:20]3[CH:19]=2)=[CH:11][CH:12]2[CH2:17][CH2:16][O:15][CH2:14][CH2:13]2)=[CH:6][C:5]=1[F:37].[F-].C([N+](CCCC)(CCCC)CCCC)CCC, predict the reaction product. (5) The product is: [F:1][C:2]1[N:10]=[C:9]2[C:5]([NH:6][C:7]([CH2:11][C:12]3[CH:13]=[C:14]([O:20][CH3:21])[C:15]([O:18][CH3:19])=[CH:16][C:17]=3[I:30])=[N:8]2)=[C:4]([NH2:22])[N:3]=1. Given the reactants [F:1][C:2]1[N:10]=[C:9]2[C:5]([NH:6][C:7]([CH2:11][C:12]3[CH:17]=[CH:16][C:15]([O:18][CH3:19])=[C:14]([O:20][CH3:21])[CH:13]=3)=[N:8]2)=[C:4]([NH2:22])[N:3]=1.C1C(=O)N([I:30])C(=O)C1.C(O)(C(F)(F)F)=O, predict the reaction product. (6) Given the reactants C1(P(C2C=CC=CC=2)C2C=CC=CC=2)C=CC=CC=1.[Br:20]Br.[Cl:22][C:23]1[CH:28]=[CH:27][C:26]([CH2:29][CH:30]([O:33][CH2:34][CH3:35])[CH2:31]O)=[CH:25][CH:24]=1, predict the reaction product. The product is: [Br:20][CH2:31][CH:30]([O:33][CH2:34][CH3:35])[CH2:29][C:26]1[CH:27]=[CH:28][C:23]([Cl:22])=[CH:24][CH:25]=1. (7) Given the reactants C(OC(=O)[NH:7][C@H:8]([C:10]1[CH:15]=[CH:14][CH:13]=[C:12]([NH:16][CH2:17][C:18]2[CH:19]=[N:20][CH:21]=[CH:22][CH:23]=2)[CH:11]=1)[CH3:9])(C)(C)C.Cl, predict the reaction product. The product is: [NH2:7][C@H:8]([C:10]1[CH:11]=[C:12]([NH:16][CH2:17][C:18]2[CH:19]=[N:20][CH:21]=[CH:22][CH:23]=2)[CH:13]=[CH:14][CH:15]=1)[CH3:9]. (8) Given the reactants [O:1]1[C:5]2[CH:6]=[CH:7][C:8]([C:10]([CH:13]3[CH2:15][CH2:14]3)(O)[CH3:11])=[CH:9][C:4]=2[O:3][CH2:2]1.FC(F)(F)C(O)=O.[CH3:23][S:24][CH2:25][C:26]1[CH:27]=[CH:28][CH:29]=[C:30]2[C:34]=1[NH:33][CH:32]=[CH:31]2, predict the reaction product. The product is: [O:1]1[C:5]2[CH:6]=[CH:7][C:8]([C:10]([C:31]3[C:30]4[C:34](=[C:26]([CH2:25][S:24][CH3:23])[CH:27]=[CH:28][CH:29]=4)[NH:33][CH:32]=3)([CH:13]3[CH2:15][CH2:14]3)[CH3:11])=[CH:9][C:4]=2[O:3][CH2:2]1. (9) Given the reactants Cl[C:2]1[C:7]([O:8][C:9]2[CH:14]=[CH:13][CH:12]=[CH:11][C:10]=2[O:15][CH3:16])=[C:6]([Cl:17])[N:5]=[C:4]([C:18]2[N:23]=[CH:22][CH:21]=[CH:20][N:19]=2)[N:3]=1.C(N(CC)CC)C.[CH2:31]([OH:34])[CH2:32][OH:33], predict the reaction product. The product is: [CH3:16][O:15][C:10]1[CH:11]=[CH:12][CH:13]=[CH:14][C:9]=1[O:8][C:7]1[C:2]([O:33][CH2:32][CH2:31][OH:34])=[N:3][C:4]([C:18]2[N:23]=[CH:22][CH:21]=[CH:20][N:19]=2)=[N:5][C:6]=1[Cl:17].